This data is from Peptide-MHC class I binding affinity with 185,985 pairs from IEDB/IMGT. The task is: Regression. Given a peptide amino acid sequence and an MHC pseudo amino acid sequence, predict their binding affinity value. This is MHC class I binding data. (1) The peptide sequence is YLTSFVVPI. The MHC is HLA-A69:01 with pseudo-sequence HLA-A69:01. The binding affinity (normalized) is 0.875. (2) The peptide sequence is YVTVFYGVPAW. The MHC is Mamu-A02 with pseudo-sequence Mamu-A02. The binding affinity (normalized) is 0.395. (3) The peptide sequence is AEHFENQVL. The MHC is HLA-B35:01 with pseudo-sequence HLA-B35:01. The binding affinity (normalized) is 0.0847. (4) The peptide sequence is FIDGISLGL. The MHC is HLA-A01:01 with pseudo-sequence HLA-A01:01. The binding affinity (normalized) is 0.340. (5) The peptide sequence is LVMAPRTVL. The MHC is HLA-B15:01 with pseudo-sequence HLA-B15:01. The binding affinity (normalized) is 0.391.